From a dataset of Full USPTO retrosynthesis dataset with 1.9M reactions from patents (1976-2016). Predict the reactants needed to synthesize the given product. (1) Given the product [CH2:1]([O:8][C:9]1[C:10]([CH2:20][CH:21]([NH:34][C:41]([C:38]2[CH:39]=[CH:40][C:35]([C:44]3[CH:45]=[CH:46][CH:47]=[CH:48][CH:49]=3)=[CH:36][CH:37]=2)=[O:42])[C:22]2[CH:27]=[CH:26][CH:25]=[C:24]([CH2:28][N:29]3[CH2:33][CH2:32][CH2:31][CH2:30]3)[CH:23]=2)=[CH:11][C:12]([Cl:19])=[C:13]2[C:18]=1[N:17]=[CH:16][CH:15]=[CH:14]2)[C:2]1[CH:3]=[CH:4][CH:5]=[CH:6][CH:7]=1, predict the reactants needed to synthesize it. The reactants are: [CH2:1]([O:8][C:9]1[C:10]([CH2:20][CH:21]([NH2:34])[C:22]2[CH:27]=[CH:26][CH:25]=[C:24]([CH2:28][N:29]3[CH2:33][CH2:32][CH2:31][CH2:30]3)[CH:23]=2)=[CH:11][C:12]([Cl:19])=[C:13]2[C:18]=1[N:17]=[CH:16][CH:15]=[CH:14]2)[C:2]1[CH:7]=[CH:6][CH:5]=[CH:4][CH:3]=1.[C:35]1([C:44]2[CH:49]=[CH:48][CH:47]=[CH:46][CH:45]=2)[CH:40]=[CH:39][C:38]([C:41](Cl)=[O:42])=[CH:37][CH:36]=1. (2) Given the product [C:1]([C:3]1[CH:8]=[CH:7][C:6]([N:9]2[C:13](=[O:14])[C:12]([CH3:16])([CH3:15])[N:11]([C:17]3[CH:25]=[CH:24][C:20]([C:21]([OH:23])=[O:22])=[C:19]([F:26])[CH:18]=3)[C:10]2=[O:33])=[CH:5][C:4]=1[C:28]([F:31])([F:30])[F:29])#[N:2], predict the reactants needed to synthesize it. The reactants are: [C:1]([C:3]1[CH:8]=[CH:7][C:6]([N:9]2[C:13](=[O:14])[C:12]([CH3:16])([CH3:15])[N:11]([C:17]3[CH:25]=[CH:24][C:20]([C:21]([OH:23])=[O:22])=[C:19]([F:26])[CH:18]=3)[C:10]2=S)=[CH:5][C:4]=1[C:28]([F:31])([F:30])[F:29])#[N:2].S(Cl)(Cl)=[O:33]. (3) Given the product [CH2:17]([N:14]1[CH2:13][CH2:12][N:11]([CH2:10][CH2:9][NH:8][C:6](=[O:7])[C:5]2[CH:24]=[CH:25][C:2]([NH:1][C:38]([NH:37][C:34]3[CH:35]=[CH:36][C:31]([O:30][C:29]([F:28])([F:40])[F:41])=[CH:32][CH:33]=3)=[O:39])=[CH:3][C:4]=2[O:26][CH3:27])[CH2:16][CH2:15]1)[C:18]1[CH:19]=[CH:20][CH:21]=[CH:22][CH:23]=1, predict the reactants needed to synthesize it. The reactants are: [NH2:1][C:2]1[CH:25]=[CH:24][C:5]([C:6]([NH:8][CH2:9][CH2:10][N:11]2[CH2:16][CH2:15][N:14]([CH2:17][C:18]3[CH:23]=[CH:22][CH:21]=[CH:20][CH:19]=3)[CH2:13][CH2:12]2)=[O:7])=[C:4]([O:26][CH3:27])[CH:3]=1.[F:28][C:29]([F:41])([F:40])[O:30][C:31]1[CH:36]=[CH:35][C:34]([N:37]=[C:38]=[O:39])=[CH:33][CH:32]=1.C(O)C(N)(CO)CO. (4) Given the product [Br:1][C:2]1[C:3]([F:11])=[C:4]([CH2:5][OH:6])[C:7]([F:10])=[CH:8][CH:9]=1, predict the reactants needed to synthesize it. The reactants are: [Br:1][C:2]1[C:3]([F:11])=[C:4]([C:7]([F:10])=[CH:8][CH:9]=1)[CH:5]=[O:6].[BH4-].[Na+]. (5) Given the product [Cl:30][C:11]1[O:10][N:9]=[C:8]([C:5]2[CH:6]=[CH:7][C:2]([Cl:1])=[CH:3][CH:4]=2)[C:12]=1[C:13]([O:15][CH3:16])=[O:14], predict the reactants needed to synthesize it. The reactants are: [Cl:1][C:2]1[CH:7]=[CH:6][C:5]([C:8]2[CH:12]([C:13]([O:15][CH3:16])=[O:14])[C:11](=O)[O:10][N:9]=2)=[CH:4][CH:3]=1.CCN(CC)CC.O.[OH-].[Na+].O=P(Cl)(Cl)[Cl:30]. (6) Given the product [CH3:27][O:28][C:29]1[CH:36]=[CH:35][C:32]([CH2:33][NH:34][C:18]([C:10]2[N:11]([CH:15]([CH3:17])[CH3:16])[C:12]([CH:13]=[O:14])=[C:8]([C:5]3[CH:4]=[CH:3][C:2]([F:1])=[CH:7][CH:6]=3)[C:9]=2[C:21]2[CH:26]=[CH:25][CH:24]=[CH:23][CH:22]=2)=[O:19])=[CH:31][CH:30]=1, predict the reactants needed to synthesize it. The reactants are: [F:1][C:2]1[CH:7]=[CH:6][C:5]([C:8]2[C:9]([C:21]3[CH:26]=[CH:25][CH:24]=[CH:23][CH:22]=3)=[C:10]([C:18](O)=[O:19])[N:11]([CH:15]([CH3:17])[CH3:16])[C:12]=2[CH:13]=[O:14])=[CH:4][CH:3]=1.[CH3:27][O:28][C:29]1[CH:36]=[CH:35][C:32]([CH2:33][NH2:34])=[CH:31][CH:30]=1.C(N(CC)CC)C.C([O-])(O)=O.[Na+]. (7) Given the product [F:18][C:19]1[CH:20]=[C:21]([C:2]2[N:6]3[C:7]([CH3:11])=[CH:8][CH:9]=[CH:10][C:5]3=[N:4][C:3]=2[C:12]([N:14]([O:16][CH3:17])[CH3:15])=[O:13])[CH:22]=[C:23]([F:25])[CH:24]=1, predict the reactants needed to synthesize it. The reactants are: Br[C:2]1[N:6]2[C:7]([CH3:11])=[CH:8][CH:9]=[CH:10][C:5]2=[N:4][C:3]=1[C:12]([N:14]([O:16][CH3:17])[CH3:15])=[O:13].[F:18][C:19]1[CH:20]=[C:21](B(O)O)[CH:22]=[C:23]([F:25])[CH:24]=1.C(=O)([O-])[O-].[Na+].[Na+].